From a dataset of Full USPTO retrosynthesis dataset with 1.9M reactions from patents (1976-2016). Predict the reactants needed to synthesize the given product. (1) Given the product [C:6]([O:32][CH3:31])(=[O:7])[C:18]1[CH:17]=[CH:16][C:21]([C:22]([O:24][CH3:38])=[O:23])=[CH:20][CH:19]=1, predict the reactants needed to synthesize it. The reactants are: C(O)(=O)C1C=CC([C:6](O)=[O:7])=CC=1.C(O)(=O)CC[CH2:16][CH2:17][CH2:18][CH2:19][CH2:20][CH2:21][C:22]([OH:24])=[O:23].OCC([CH2:31][OH:32])O.OS(O)(=O)=O.[CH3:38]O. (2) Given the product [F:15][C:16]1[C:21]([F:22])=[CH:20][C:19]([C:2]2[CH:7]=[CH:6][N:5]=[CH:4][C:3]=2[NH:8][CH2:9][CH2:10][S:11]([CH3:14])(=[O:13])=[O:12])=[C:18]([O:26][CH3:27])[CH:17]=1, predict the reactants needed to synthesize it. The reactants are: I[C:2]1[CH:7]=[CH:6][N:5]=[CH:4][C:3]=1[NH:8][CH2:9][CH2:10][S:11]([CH3:14])(=[O:13])=[O:12].[F:15][C:16]1[C:21]([F:22])=[CH:20][C:19](B(O)O)=[C:18]([O:26][CH3:27])[CH:17]=1. (3) Given the product [Cl:1][C:2]1[CH:10]=[CH:9][C:8]2[N:7]([CH2:34][C:35]([NH:37][C:38]3[CH:43]=[CH:42][C:41]([F:44])=[CH:40][CH:39]=3)=[O:36])[C:6]3[CH2:11][CH2:12][N:13]([CH3:16])[CH2:14][CH2:15][C:5]=3[C:4]=2[CH:3]=1, predict the reactants needed to synthesize it. The reactants are: [Cl:1][C:2]1[CH:10]=[CH:9][C:8]2[NH:7][C:6]3[CH2:11][CH2:12][N:13]([CH3:16])[CH2:14][CH2:15][C:5]=3[C:4]=2[CH:3]=1.N1CCC[C@H]1C(O)=O.[O-]P([O-])([O-])=O.[K+].[K+].[K+].Cl[CH2:34][C:35]([NH:37][C:38]1[CH:43]=[CH:42][C:41]([F:44])=[CH:40][CH:39]=1)=[O:36].